Predict which catalyst facilitates the given reaction. From a dataset of Catalyst prediction with 721,799 reactions and 888 catalyst types from USPTO. (1) Reactant: C([O-])([O-])=O.[Na+].[Na+].[F:7][C:8]1[CH:13]=[CH:12][C:11]([C:14]2[C:22](I)=[C:17]3[CH2:18][CH2:19][CH2:20][CH2:21][N:16]3[N:15]=2)=[CH:10][CH:9]=1.CC1(C)C(C)(C)OB([C:32]2[CH:37]=[CH:36][N:35]=[C:34]([NH:38][C:39](=[O:42])[CH2:40][CH3:41])[CH:33]=2)O1.C(OCC)(=O)C. Product: [F:7][C:8]1[CH:13]=[CH:12][C:11]([C:14]2[C:22]([C:32]3[CH:37]=[CH:36][N:35]=[C:34]([NH:38][C:39](=[O:42])[CH2:40][CH3:41])[CH:33]=3)=[C:17]3[CH2:18][CH2:19][CH2:20][CH2:21][N:16]3[N:15]=2)=[CH:10][CH:9]=1. The catalyst class is: 12. (2) Reactant: [OH-].[Na+].C([O:5][C:6](=[O:52])[CH2:7][CH2:8][C:9]1[CH:14]=[CH:13][C:12]([CH3:15])=[C:11]([NH:16][C:17](=[O:51])[CH2:18][C@H:19]2[O:25][C@H:24]([C:26]3[CH:31]=[CH:30][CH:29]=[C:28]([O:32][CH3:33])[C:27]=3[O:34][CH3:35])[C:23]3[CH:36]=[C:37]([Cl:40])[CH:38]=[CH:39][C:22]=3[N:21]([CH2:41][C:42]([CH3:49])([CH3:48])[CH2:43][O:44]C(=O)C)[C:20]2=[O:50])[CH:10]=1)C.O. Product: [Cl:40][C:37]1[CH:38]=[CH:39][C:22]2[N:21]([CH2:41][C:42]([CH3:48])([CH3:49])[CH2:43][OH:44])[C:20](=[O:50])[C@@H:19]([CH2:18][C:17]([NH:16][C:11]3[CH:10]=[C:9]([CH2:8][CH2:7][C:6]([OH:52])=[O:5])[CH:14]=[CH:13][C:12]=3[CH3:15])=[O:51])[O:25][C@H:24]([C:26]3[CH:31]=[CH:30][CH:29]=[C:28]([O:32][CH3:33])[C:27]=3[O:34][CH3:35])[C:23]=2[CH:36]=1. The catalyst class is: 8. (3) Reactant: [Cl:1][C:2]1[CH:7]=[CH:6][C:5]([CH:8]([CH2:13][NH:14][CH2:15][C:16]([F:19])([F:18])[F:17])[C:9]([O:11]C)=[O:10])=[CH:4][CH:3]=1.O([Si](C)(C)C)[K:21]. Product: [Cl:1][C:2]1[CH:3]=[CH:4][C:5]([CH:8]([CH2:13][NH:14][CH2:15][C:16]([F:17])([F:18])[F:19])[C:9]([O-:11])=[O:10])=[CH:6][CH:7]=1.[K+:21]. The catalyst class is: 116. (4) Reactant: CC([Si](C)(C)[O:6][CH2:7][CH2:8][O:9][C:10]1[CH:11]=[C:12]2[C:16](=[CH:17][CH:18]=1)[N:15](C(OC(C)(C)C)=O)[C:14]([C:26]([O:28][CH2:29][CH3:30])=[O:27])=[CH:13]2)(C)C.Cl.C(O)(C(F)(F)F)=O. Product: [OH:6][CH2:7][CH2:8][O:9][C:10]1[CH:11]=[C:12]2[C:16](=[CH:17][CH:18]=1)[NH:15][C:14]([C:26]([O:28][CH2:29][CH3:30])=[O:27])=[CH:13]2. The catalyst class is: 1. (5) Reactant: [O:1]=[S:2]1(=[O:20])[CH2:6][CH2:5][CH2:4][N:3]1[C:7]1[CH:8]=[C:9]2[C:13](=[CH:14][CH:15]=1)[NH:12][N:11]=[C:10]2[NH:16][C:17](=S)[CH3:18].C(=O)(O)[O-].[Na+].Cl.[NH2:27][OH:28]. Product: [O:1]=[S:2]1(=[O:20])[CH2:6][CH2:5][CH2:4][N:3]1[C:7]1[CH:8]=[C:9]2[C:13](=[CH:14][CH:15]=1)[NH:12][N:11]=[C:10]2[NH:16][C:17](=[N:27][OH:28])[CH3:18]. The catalyst class is: 5.